This data is from Forward reaction prediction with 1.9M reactions from USPTO patents (1976-2016). The task is: Predict the product of the given reaction. (1) Given the reactants C[O:2][C:3]([C:5]1[CH:6]=[CH:7][C:8]2[O:12][C:11]([C:13]([CH2:31][CH3:32])([C:16]3[CH:21]=[CH:20][C:19]([O:22][CH2:23][CH:24]([OH:29])[C:25]([CH3:28])([CH3:27])[CH3:26])=[C:18]([CH3:30])[CH:17]=3)[CH2:14][CH3:15])=[CH:10][C:9]=2[CH:33]=1)=[O:4].[OH-].[Na+], predict the reaction product. The product is: [CH2:14]([C:13]([C:11]1[O:12][C:8]2[CH:7]=[CH:6][C:5]([C:3]([OH:4])=[O:2])=[CH:33][C:9]=2[CH:10]=1)([C:16]1[CH:21]=[CH:20][C:19]([O:22][CH2:23][CH:24]([OH:29])[C:25]([CH3:27])([CH3:28])[CH3:26])=[C:18]([CH3:30])[CH:17]=1)[CH2:31][CH3:32])[CH3:15]. (2) Given the reactants [Br:1][C:2]1[CH:7]=[CH:6][C:5]([C:8]2[O:17][C:11]3[N:12]=[CH:13][N:14]=[C:15](Cl)[C:10]=3[C:9]=2[C:18]2[CH:23]=[CH:22][CH:21]=[CH:20][CH:19]=2)=[CH:4][CH:3]=1.[CH3:24][O:25][C:26](=[O:36])[CH2:27][O:28][C:29]1[CH:34]=[CH:33][CH:32]=[C:31]([NH2:35])[CH:30]=1, predict the reaction product. The product is: [CH3:24][O:25][C:26](=[O:36])[CH2:27][O:28][C:29]1[CH:34]=[CH:33][CH:32]=[C:31]([NH:35][C:15]2[C:10]3[C:9]([C:18]4[CH:23]=[CH:22][CH:21]=[CH:20][CH:19]=4)=[C:8]([C:5]4[CH:6]=[CH:7][C:2]([Br:1])=[CH:3][CH:4]=4)[O:17][C:11]=3[N:12]=[CH:13][N:14]=2)[CH:30]=1.